Dataset: Reaction yield outcomes from USPTO patents with 853,638 reactions. Task: Predict the reaction yield, written as a fraction of the theoretical maximum amount of product (1.0 means a 100% yield; for example, 0.34 means a 34% yield). (1) The reactants are [CH3:1][O:2][C:3](=[O:20])[C:4]1[CH:9]=[C:8]([NH2:10])[C:7]([NH2:11])=[C:6]([F:12])[C:5]=1[NH:13][C:14]1[CH:19]=[CH:18][CH:17]=[CH:16][CH:15]=1.[CH3:21][C:22](=O)CC(=O)C.C([O-])(O)=O.[Na+]. The catalyst is C(O)C. The product is [CH3:1][O:2][C:3]([C:4]1[C:5]([NH:13][C:14]2[CH:15]=[CH:16][CH:17]=[CH:18][CH:19]=2)=[C:6]([F:12])[C:7]2[N:11]=[C:21]([CH3:22])[NH:10][C:8]=2[CH:9]=1)=[O:20]. The yield is 0.910. (2) The reactants are [F:1][C:2]1[CH:3]=[C:4]([CH:6]=[C:7]([CH3:9])[CH:8]=1)[NH2:5].Br.Br[CH:12]([C:14]1[CH:15]=[C:16]([C:31]([N:33]([CH3:35])[CH3:34])=[O:32])[CH:17]=[C:18]2[C:23]=1[O:22][C:21]([N:24]1[CH2:29][CH2:28][O:27][CH2:26][CH2:25]1)=[CH:20][C:19]2=[O:30])[CH3:13]. No catalyst specified. The product is [F:1][C:2]1[CH:3]=[C:4]([NH:5][CH:12]([C:14]2[CH:15]=[C:16]([C:31]([N:33]([CH3:35])[CH3:34])=[O:32])[CH:17]=[C:18]3[C:23]=2[O:22][C:21]([N:24]2[CH2:29][CH2:28][O:27][CH2:26][CH2:25]2)=[CH:20][C:19]3=[O:30])[CH3:13])[CH:6]=[C:7]([CH3:9])[CH:8]=1. The yield is 0.570. (3) The reactants are [Br:1][C:2]1[CH:3]=[C:4]([N+:9]([O-:11])=[O:10])[C:5](O)=[N:6][CH:7]=1.S(Cl)([Cl:14])=O. The catalyst is CN(C=O)C. The product is [Br:1][C:2]1[CH:3]=[C:4]([N+:9]([O-:11])=[O:10])[C:5]([Cl:14])=[N:6][CH:7]=1. The yield is 0.820. (4) The reactants are [F:1][C:2]([F:12])([F:11])[C:3]1[C:4](=O)[NH:5][C:6](=O)[NH:7][CH:8]=1.P(Cl)(Cl)([Cl:15])=O.P(=O)(O)(O)O.C(N(C(C)C)CC)(C)C.[ClH:32]. The catalyst is C(OCC)C. The product is [Cl:32][C:6]1[N:5]=[C:4]([Cl:15])[C:3]([C:2]([F:12])([F:11])[F:1])=[CH:8][N:7]=1. The yield is 0.950. (5) The reactants are [NH:1]1[CH:5]=[CH:4][C:3]([NH:6][C:7](=[O:9])[CH3:8])=[N:2]1.[H-].[Na+].Br[CH2:13][C:14]1[CH:19]=[CH:18][CH:17]=[C:16]([CH3:20])[N:15]=1. The catalyst is C1COCC1. The product is [CH3:13][C:14]1[N:15]=[C:16]([CH2:20][N:1]2[CH:5]=[CH:4][C:3]([NH:6][C:7](=[O:9])[CH3:8])=[N:2]2)[CH:17]=[CH:18][CH:19]=1. The yield is 0.750. (6) The reactants are C([O:8][C:9]1[CH:36]=[CH:35][C:12]2[NH:13][C:14]([C:19]3[C:20](=[O:34])[N:21]([NH:30][CH2:31][CH2:32][CH3:33])[C:22]4[C:27]([C:28]=3[OH:29])=[CH:26][CH:25]=[CH:24][CH:23]=4)=[N:15][S:16](=[O:18])(=[O:17])[C:11]=2[CH:10]=1)C1C=CC=CC=1.C([O-])=O.[NH4+]. The catalyst is O1CCCC1.[OH-].[Pd+2].[OH-].[Pd]. The product is [OH:29][C:28]1[C:27]2[C:22](=[CH:23][CH:24]=[CH:25][CH:26]=2)[N:21]([NH:30][CH2:31][CH2:32][CH3:33])[C:20](=[O:34])[C:19]=1[C:14]1[NH:13][C:12]2[CH:35]=[CH:36][C:9]([OH:8])=[CH:10][C:11]=2[S:16](=[O:17])(=[O:18])[N:15]=1. The yield is 1.00. (7) The reactants are [NH2:1][C@@H:2]([CH2:28][C:29]1[CH:34]=[CH:33][CH:32]=[CH:31][CH:30]=1)[C:3]([NH:5][C:6]1[CH:7]=[C:8]([C:18]([F:27])([F:26])[C:19]([O:21]C(C)(C)C)=[O:20])[CH:9]=[C:10]([C:12]2[CH:17]=[CH:16][N:15]=[CH:14][CH:13]=2)[CH:11]=1)=[O:4].[S:35]1[CH:39]=[C:38]([CH:40]=O)[N:37]=[CH:36]1.C(O)(=O)C.C(O[BH-](OC(=O)C)OC(=O)C)(=O)C.[Na+]. The catalyst is C(Cl)Cl. The product is [F:27][C:18]([F:26])([C:8]1[CH:9]=[C:10]([C:12]2[CH:13]=[CH:14][N:15]=[CH:16][CH:17]=2)[CH:11]=[C:6]([NH:5][C:3](=[O:4])[C@@H:2]([NH:1][CH2:40][C:38]2[N:37]=[CH:36][S:35][CH:39]=2)[CH2:28][C:29]2[CH:34]=[CH:33][CH:32]=[CH:31][CH:30]=2)[CH:7]=1)[C:19]([OH:21])=[O:20]. The yield is 0.430. (8) The reactants are [CH2:1]([C@@:5]1([CH2:28][CH3:29])[NH:11][C@H:10]([C:12]2[CH:17]=[CH:16][CH:15]=[CH:14][CH:13]=2)[C:9]2[CH:18]=[C:19]([O:24][CH3:25])[C:20]([CH2:22][NH2:23])=[CH:21][C:8]=2[S:7](=[O:27])(=[O:26])[CH2:6]1)[CH2:2][CH2:3][CH3:4].CCN(CC)CC.Cl[C:38](=[O:43])[C:39]([O:41][CH3:42])=[O:40]. The catalyst is C(Cl)Cl.O. The product is [CH2:1]([C@@:5]1([CH2:28][CH3:29])[NH:11][C@H:10]([C:12]2[CH:13]=[CH:14][CH:15]=[CH:16][CH:17]=2)[C:9]2[CH:18]=[C:19]([O:24][CH3:25])[C:20]([CH2:22][NH:23][C:38](=[O:43])[C:39]([O:41][CH3:42])=[O:40])=[CH:21][C:8]=2[S:7](=[O:26])(=[O:27])[CH2:6]1)[CH2:2][CH2:3][CH3:4]. The yield is 1.00.